From a dataset of Forward reaction prediction with 1.9M reactions from USPTO patents (1976-2016). Predict the product of the given reaction. (1) Given the reactants [Si:1]([O:8][CH2:9][C@H:10]1[O:14][C@@H:13]([N:15]2[CH:22]=[CH:21][C:19]([NH2:20])=[N:18][C:16]2=[O:17])[C@H:12]([OH:23])[C@:11]1([C:25]#[CH:26])[OH:24])([C:4]([CH3:7])([CH3:6])[CH3:5])([CH3:3])[CH3:2].[CH3:27][N:28]([CH3:33])[CH2:29][C:30](O)=[O:31].Cl.C(N=C=NCCCN(C)C)C, predict the reaction product. The product is: [Si:1]([O:8][CH2:9][C@H:10]1[O:14][C@@H:13]([N:15]2[CH:22]=[CH:21][C:19]([NH:20][C:30](=[O:31])[CH2:29][N:28]([CH3:33])[CH3:27])=[N:18][C:16]2=[O:17])[C@H:12]([OH:23])[C@:11]1([C:25]#[CH:26])[OH:24])([C:4]([CH3:7])([CH3:6])[CH3:5])([CH3:2])[CH3:3]. (2) Given the reactants [F:1][C:2]([F:13])([F:12])[C:3]([N:5]1[CH2:10][CH2:9][C:8](=[O:11])[CH2:7][CH2:6]1)=[O:4].C[Si]([N-][Si](C)(C)C)(C)C.[Li+].C1C=CC(N([S:31]([C:34]([F:37])([F:36])[F:35])(=[O:33])=[O:32])[S:31]([C:34]([F:37])([F:36])[F:35])(=[O:33])=[O:32])=CC=1.O, predict the reaction product. The product is: [F:35][C:34]([F:37])([F:36])[S:31]([O:11][C:8]1[CH2:7][CH2:6][N:5]([C:3](=[O:4])[C:2]([F:1])([F:12])[F:13])[CH2:10][CH:9]=1)(=[O:33])=[O:32].